Dataset: NCI-60 drug combinations with 297,098 pairs across 59 cell lines. Task: Regression. Given two drug SMILES strings and cell line genomic features, predict the synergy score measuring deviation from expected non-interaction effect. (1) Drug 1: CN(CC1=CN=C2C(=N1)C(=NC(=N2)N)N)C3=CC=C(C=C3)C(=O)NC(CCC(=O)O)C(=O)O. Drug 2: N.N.Cl[Pt+2]Cl. Cell line: SW-620. Synergy scores: CSS=63.5, Synergy_ZIP=-8.70, Synergy_Bliss=-7.86, Synergy_Loewe=-21.0, Synergy_HSA=-1.92. (2) Drug 1: CC1=C(C=C(C=C1)NC2=NC=CC(=N2)N(C)C3=CC4=NN(C(=C4C=C3)C)C)S(=O)(=O)N.Cl. Drug 2: C1=NC2=C(N=C(N=C2N1C3C(C(C(O3)CO)O)F)Cl)N. Cell line: SNB-75. Synergy scores: CSS=2.30, Synergy_ZIP=6.15, Synergy_Bliss=-1.79, Synergy_Loewe=-0.462, Synergy_HSA=-0.396. (3) Drug 1: CC12CCC(CC1=CCC3C2CCC4(C3CC=C4C5=CN=CC=C5)C)O. Drug 2: C1=NC2=C(N1)C(=S)N=C(N2)N. Cell line: KM12. Synergy scores: CSS=56.6, Synergy_ZIP=0.995, Synergy_Bliss=3.16, Synergy_Loewe=-1.73, Synergy_HSA=4.80. (4) Drug 2: CN(CCCl)CCCl.Cl. Cell line: SK-MEL-28. Synergy scores: CSS=8.42, Synergy_ZIP=-2.43, Synergy_Bliss=-1.32, Synergy_Loewe=-1.35, Synergy_HSA=0.449. Drug 1: CC12CCC3C(C1CCC2O)C(CC4=C3C=CC(=C4)O)CCCCCCCCCS(=O)CCCC(C(F)(F)F)(F)F. (5) Drug 1: CC1CCC2CC(C(=CC=CC=CC(CC(C(=O)C(C(C(=CC(C(=O)CC(OC(=O)C3CCCCN3C(=O)C(=O)C1(O2)O)C(C)CC4CCC(C(C4)OC)OCCO)C)C)O)OC)C)C)C)OC. Drug 2: CCC1(C2=C(COC1=O)C(=O)N3CC4=CC5=C(C=CC(=C5CN(C)C)O)N=C4C3=C2)O.Cl. Cell line: K-562. Synergy scores: CSS=26.0, Synergy_ZIP=2.95, Synergy_Bliss=5.40, Synergy_Loewe=-18.1, Synergy_HSA=2.82.